This data is from Full USPTO retrosynthesis dataset with 1.9M reactions from patents (1976-2016). The task is: Predict the reactants needed to synthesize the given product. (1) Given the product [CH3:31][N:21]([CH3:20])[CH2:22][CH2:23][C:24]1[CH:29]=[CH:28][C:27]([O:1][CH2:2][C:3]2[CH:4]=[CH:5][C:6]([O:9][C:10](=[O:19])[N:11]([CH3:18])[C:12]3[CH:13]=[CH:14][CH:15]=[CH:16][CH:17]=3)=[CH:7][CH:8]=2)=[CH:26][CH:25]=1, predict the reactants needed to synthesize it. The reactants are: [OH:1][CH2:2][C:3]1[CH:8]=[CH:7][C:6]([O:9][C:10](=[O:19])[N:11]([CH3:18])[C:12]2[CH:17]=[CH:16][CH:15]=[CH:14][CH:13]=2)=[CH:5][CH:4]=1.[CH3:20][N:21]([CH3:31])[CH2:22][CH2:23][C:24]1[CH:29]=[CH:28][C:27](O)=[CH:26][CH:25]=1. (2) Given the product [F:1][C:2]1[CH:10]=[C:9]2[C:5]([C:6]([C:29]3[CH:37]=[C:36]4[C:32]([CH2:33][C:34](=[O:38])[NH:35]4)=[CH:31][CH:30]=3)=[CH:7][N:8]2[S:11]([C:14]2[CH:19]=[CH:18][CH:17]=[CH:16][CH:15]=2)(=[O:13])=[O:12])=[CH:4][CH:3]=1, predict the reactants needed to synthesize it. The reactants are: [F:1][C:2]1[CH:10]=[C:9]2[C:5]([C:6](I)=[CH:7][N:8]2[S:11]([C:14]2[CH:19]=[CH:18][CH:17]=[CH:16][CH:15]=2)(=[O:13])=[O:12])=[CH:4][CH:3]=1.CC1(C)C(C)(C)OB([C:29]2[CH:37]=[C:36]3[C:32]([CH2:33][C:34](=[O:38])[NH:35]3)=[CH:31][CH:30]=2)O1.C([O-])([O-])=O.[K+].[K+]. (3) Given the product [C:26]([CH2:27][CH2:28][NH:29][C:7](=[O:8])[C:6]1[CH:10]=[CH:11][C:3]([O:2][CH3:1])=[C:4](/[CH:12]=[CH:13]/[C:14]2[CH:15]=[CH:16][C:17]([O:20][C:21]([F:23])([F:22])[F:24])=[CH:18][CH:19]=2)[CH:5]=1)#[N:25], predict the reactants needed to synthesize it. The reactants are: [CH3:1][O:2][C:3]1[CH:11]=[CH:10][C:6]([C:7](O)=[O:8])=[CH:5][C:4]=1/[CH:12]=[CH:13]/[C:14]1[CH:19]=[CH:18][C:17]([O:20][C:21]([F:24])([F:23])[F:22])=[CH:16][CH:15]=1.[NH2:25][CH2:26][CH2:27][C:28]#[N:29].